This data is from Forward reaction prediction with 1.9M reactions from USPTO patents (1976-2016). The task is: Predict the product of the given reaction. (1) The product is: [F:33][C@@H:26]1[CH2:27][N:28]([C:21]2[N:20]=[CH:19][C:16]3[C:17]4[N:11]([CH:10]=[C:9]([C:8]5[N:4]([CH:1]([CH3:2])[CH3:3])[N:5]=[C:6]([CH3:24])[N:7]=5)[N:18]=4)[CH2:12][CH2:13][O:14][C:15]=3[CH:22]=2)[C@H:29]([C:30]([NH2:32])=[O:31])[CH2:25]1. Given the reactants [CH:1]([N:4]1[C:8]([C:9]2[N:18]=[C:17]3[N:11]([CH2:12][CH2:13][O:14][C:15]4[CH:22]=[C:21](O)[N:20]=[CH:19][C:16]=43)[CH:10]=2)=[N:7][C:6]([CH3:24])=[N:5]1)([CH3:3])[CH3:2].[CH2:25]1[C@@H:29]([C:30]([NH2:32])=[O:31])[NH:28][CH2:27][C@H:26]1[F:33].Cl, predict the reaction product. (2) Given the reactants [O:1]=[C:2]1[O:6][CH:5]([O:7][CH2:8]CC2C=CC=CC=2)[CH:4]([NH:16][C:17]([CH:19]2[CH2:23][CH2:22][CH2:21][N:20]2[C:24](=[O:38])[CH:25]([NH:27][C:28](=[O:37])[C:29]2[CH:34]=[CH:33][C:32]([NH2:35])=[C:31]([Cl:36])[CH:30]=2)[CH3:26])=[O:18])[CH2:3]1.N(C(OC[C:49]1[CH:54]=[CH:53][CH:52]=[CH:51][CH:50]=1)=O)[C@H](C(O)=O)C.C1CN[C@@H](C(O)=O)C1, predict the reaction product. The product is: [CH2:8]([O:7][CH:5]1[CH:4]([NH:16][C:17]([CH:19]2[CH2:23][CH2:22][CH2:21][N:20]2[C:24](=[O:38])[CH:25]([NH:27][C:28](=[O:37])[C:29]2[CH:34]=[CH:33][C:32]([NH2:35])=[C:31]([Cl:36])[CH:30]=2)[CH3:26])=[O:18])[CH2:3][C:2](=[O:1])[O:6]1)[C:49]1[CH:54]=[CH:53][CH:52]=[CH:51][CH:50]=1. (3) Given the reactants [F:1][C:2]1[C:3]([NH:28][C@H:29]2[CH2:34][CH2:33][CH2:32][C@:31]([CH2:36][C:37]#[N:38])([OH:35])[CH2:30]2)=[N:4][C:5]([C:8]2[C:16]3[C:11](=[N:12][CH:13]=[C:14]([F:17])[CH:15]=3)[N:10](S(C3C=CC(C)=CC=3)(=O)=O)[CH:9]=2)=[N:6][CH:7]=1.C[O-].[Na+].CCOC(C)=O, predict the reaction product. The product is: [F:1][C:2]1[C:3]([NH:28][C@H:29]2[CH2:34][CH2:33][CH2:32][C@:31]([CH2:36][C:37]#[N:38])([OH:35])[CH2:30]2)=[N:4][C:5]([C:8]2[C:16]3[C:11](=[N:12][CH:13]=[C:14]([F:17])[CH:15]=3)[NH:10][CH:9]=2)=[N:6][CH:7]=1.